Dataset: Full USPTO retrosynthesis dataset with 1.9M reactions from patents (1976-2016). Task: Predict the reactants needed to synthesize the given product. (1) Given the product [Cl:1][C:2]1[CH:3]=[C:4]2[C:9](=[CH:10][CH:11]=1)[CH:8]=[C:7]([S:12]([N:15]([C@H:16]1[CH2:20][CH2:19][N:18]([C@@H:21]([CH3:25])[C:22](=[O:24])[N:50]3[CH2:46][CH2:45][CH2:44][CH2:49][CH2:48]3)[C:17]1=[O:26])[CH2:27][C:28]([O:30][CH3:31])=[O:29])(=[O:14])=[O:13])[CH:6]=[CH:5]2, predict the reactants needed to synthesize it. The reactants are: [Cl:1][C:2]1[CH:3]=[C:4]2[C:9](=[CH:10][CH:11]=1)[CH:8]=[C:7]([S:12]([N:15]([CH2:27][C:28]([O:30][CH3:31])=[O:29])[C@H:16]1[CH2:20][CH2:19][N:18]([C@@H:21]([CH3:25])[C:22]([OH:24])=O)[C:17]1=[O:26])(=[O:14])=[O:13])[CH:6]=[CH:5]2.Cl.CN(C)CCCN=C=NCC.[CH:44]1[CH:45]=[CH:46]C2N(O)N=[N:50][C:48]=2[CH:49]=1.N1CCCCC1. (2) Given the product [CH2:34]([O:41]/[N:42]=[C:8]1/[C:9]2[C:10]([CH2:11][C:12]3[CH:17]=[CH:16][CH:15]=[CH:14][C:13]=3[S:18]([N:21]3[CH2:22][CH2:23][CH2:24][CH2:25]3)(=[O:19])=[O:20])=[C:2]([CH3:1])[N:3]([CH2:29][C:30]([OH:32])=[O:31])[C:4]=2[CH2:5][C:6]([CH3:27])([CH3:28])[CH2:7]/1)[C:35]1[CH:40]=[CH:39][CH:38]=[CH:37][CH:36]=1, predict the reactants needed to synthesize it. The reactants are: [CH3:1][C:2]1[N:3]([CH2:29][C:30]([OH:32])=[O:31])[C:4]2[CH2:5][C:6]([CH3:28])([CH3:27])[CH2:7][C:8](=O)[C:9]=2[C:10]=1[CH2:11][C:12]1[CH:17]=[CH:16][CH:15]=[CH:14][C:13]=1[S:18]([N:21]1[CH2:25][CH2:24][CH2:23][CH2:22]1)(=[O:20])=[O:19].Cl.[CH2:34]([O:41][NH2:42])[C:35]1[CH:40]=[CH:39][CH:38]=[CH:37][CH:36]=1.[OH-].[Na+]. (3) Given the product [O:15]1[CH2:14][CH:13]1[CH2:11][O:1][C:2]1[CH:10]=[CH:9][C:5]([C:6]([NH2:8])=[O:7])=[CH:4][CH:3]=1, predict the reactants needed to synthesize it. The reactants are: [OH:1][C:2]1[CH:10]=[CH:9][C:5]([C:6]([NH2:8])=[O:7])=[CH:4][CH:3]=1.[CH2:11]([CH:13]1[O:15][CH2:14]1)Cl.C(=O)([O-])[O-].[K+].[K+]. (4) Given the product [Cl:1][C:2]1[C:10]2[C:5](=[CH:6][C:7]([C:11]([NH:13][CH:14]([C:24]3[CH:29]=[CH:28][CH:27]=[CH:26][N:25]=3)[CH2:15][O:16][CH2:17][CH:18]3[CH2:19][CH2:20][N:21]([CH:31]([CH3:33])[CH3:30])[CH2:22][CH2:23]3)=[O:12])=[CH:8][CH:9]=2)[NH:4][CH:3]=1, predict the reactants needed to synthesize it. The reactants are: [Cl:1][C:2]1[C:10]2[C:5](=[CH:6][C:7]([C:11]([NH:13][CH:14]([C:24]3[CH:29]=[CH:28][CH:27]=[CH:26][N:25]=3)[CH2:15][O:16][CH2:17][CH:18]3[CH2:23][CH2:22][NH:21][CH2:20][CH2:19]3)=[O:12])=[CH:8][CH:9]=2)[NH:4][CH:3]=1.[CH3:30][C:31]([CH3:33])=O. (5) Given the product [CH2:33]([O:32][C:30]([C:29]1[CH:28]=[CH:27][C:26]([CH:23]2[CH2:24][CH2:25][C:20]3([CH:19]([C:17]([O:16][C:12]([CH3:13])([CH3:14])[CH3:15])=[O:18])[CH2:6]3)[CH2:21][CH2:22]2)=[CH:36][CH:35]=1)=[O:31])[CH3:34], predict the reactants needed to synthesize it. The reactants are: [I-].C[S+](C)C.[CH3:6]C(C)([O-])C.[K+].[C:12]([O:16][C:17]([CH:19]=[C:20]1[CH2:25][CH2:24][CH:23]([C:26]2[CH:36]=[CH:35][C:29]([C:30]([O:32][CH2:33][CH3:34])=[O:31])=[CH:28][CH:27]=2)[CH2:22][CH2:21]1)=[O:18])([CH3:15])([CH3:14])[CH3:13].C(OCC)(=O)C. (6) Given the product [CH2:1]([C:3]1[N:4]=[C:5]([NH2:14])[S:6][C:7]=1[C:8]#[CH:9])[CH3:2], predict the reactants needed to synthesize it. The reactants are: [CH2:1]([C:3]1[N:4]=[C:5]([NH2:14])[S:6][C:7]=1[C:8]#[C:9][Si](C)(C)C)[CH3:2].C([O-])([O-])=O.[K+].[K+]. (7) Given the product [Cl:1][C:2]1[C:3]2[S:20][C:19](=[O:21])[N:18]([CH:34]3[CH2:35][CH2:36][CH2:37][CH2:38][O:33]3)[C:4]=2[N:5]=[C:6]([S:8][CH2:9][C:10]2[CH:15]=[CH:14][CH:13]=[C:12]([F:16])[C:11]=2[F:17])[N:7]=1, predict the reactants needed to synthesize it. The reactants are: [Cl:1][C:2]1[C:3]2[S:20][C:19](=[O:21])[NH:18][C:4]=2[N:5]=[C:6]([S:8][CH2:9][C:10]2[CH:15]=[CH:14][CH:13]=[C:12]([F:16])[C:11]=2[F:17])[N:7]=1.C1(C)C=CC(S(O)(=O)=O)=CC=1.[O:33]1[CH:38]=[CH:37][CH2:36][CH2:35][CH2:34]1.C(=O)(O)[O-].[Na+]. (8) Given the product [C:25]([O:24][C:23]([N:22]([CH2:30][C:31]1[CH:36]=[C:35]([C:2]2[CH:20]=[CH:19][CH:18]=[C:4]([CH2:5][O:6][C:7]3[CH:12]=[CH:11][CH:10]=[CH:9][C:8]=3[CH2:13][C:14]([O:16][CH3:17])=[O:15])[CH:3]=2)[CH:34]=[CH:33][CH:32]=1)[CH3:21])=[O:29])([CH3:28])([CH3:26])[CH3:27], predict the reactants needed to synthesize it. The reactants are: Br[C:2]1[CH:3]=[C:4]([CH:18]=[CH:19][CH:20]=1)[CH2:5][O:6][C:7]1[CH:12]=[CH:11][CH:10]=[CH:9][C:8]=1[CH2:13][C:14]([O:16][CH3:17])=[O:15].[CH3:21][N:22]([CH2:30][C:31]1[CH:36]=[CH:35][CH:34]=[C:33](B2OC(C)(C)C(C)(C)O2)[CH:32]=1)[C:23](=[O:29])[O:24][C:25]([CH3:28])([CH3:27])[CH3:26].[O-]P([O-])([O-])=O.[K+].[K+].[K+].C(Cl)Cl. (9) The reactants are: [CH3:1][O:2][C:3]1[CH:4]=[C:5]([C:11]2[S:15][C:14]3=[N:16][CH:17]=[C:18](I)[N:13]3[N:12]=2)[CH:6]=[CH:7][C:8]=1[O:9][CH3:10].O1CCOCC1.[CH3:26][O:27][C:28]1[CH:29]=[C:30](B(O)O)[CH:31]=[CH:32][C:33]=1[O:34][CH3:35].C([O-])([O-])=O.[K+].[K+]. Given the product [CH3:1][O:2][C:3]1[CH:4]=[C:5]([C:11]2[S:15][C:14]3=[N:16][CH:17]=[C:18]([C:31]4[CH:30]=[CH:29][C:28]([O:27][CH3:26])=[C:33]([O:34][CH3:35])[CH:32]=4)[N:13]3[N:12]=2)[CH:6]=[CH:7][C:8]=1[O:9][CH3:10], predict the reactants needed to synthesize it. (10) Given the product [F:19][C:20]([F:31])([F:30])[C:21]([NH:1][C:2]1[S:3][C:4]2[CH2:10][CH:9]([NH:11][C:12](=[O:18])[O:13][C:14]([CH3:15])([CH3:17])[CH3:16])[CH2:8][CH2:7][C:5]=2[N:6]=1)=[O:22], predict the reactants needed to synthesize it. The reactants are: [NH2:1][C:2]1[S:3][C:4]2[CH2:10][CH:9]([NH:11][C:12](=[O:18])[O:13][C:14]([CH3:17])([CH3:16])[CH3:15])[CH2:8][CH2:7][C:5]=2[N:6]=1.[F:19][C:20]([F:31])([F:30])[C:21](O[C:21](=[O:22])[C:20]([F:31])([F:30])[F:19])=[O:22].